Dataset: Full USPTO retrosynthesis dataset with 1.9M reactions from patents (1976-2016). Task: Predict the reactants needed to synthesize the given product. (1) Given the product [F:18][C:15]1[CH:14]=[CH:13][C:12]([C:7]2[C:6]([CH2:4][OH:3])=[C:10]([CH3:11])[O:9][N:8]=2)=[CH:17][CH:16]=1, predict the reactants needed to synthesize it. The reactants are: C([O:3][C:4]([C:6]1[C:7]([C:12]2[CH:17]=[CH:16][C:15]([F:18])=[CH:14][CH:13]=2)=[N:8][O:9][C:10]=1[CH3:11])=O)C.C(OC(C1C(C2C=CC=C(F)C=2)=NOC=1C)=O)C. (2) Given the product [C:42]([O:15][C:13](=[O:14])[C@@H:12]([NH:16][C:17]([O:19][C:20]([CH3:21])([CH3:22])[CH3:23])=[O:18])[CH2:11][CH2:10][C:9]([OH:8])=[O:24])([CH3:45])([CH3:44])[CH3:43], predict the reactants needed to synthesize it. The reactants are: C([O:8][C:9](=[O:24])[CH2:10][CH2:11][C@H:12]([NH:16][C:17]([O:19][C:20]([CH3:23])([CH3:22])[CH3:21])=[O:18])[C:13]([OH:15])=[O:14])C1C=CC=CC=1.C1(OC(=O)[C@@H](NC(O[C:42]([CH3:45])([CH3:44])[CH3:43])=O)CCC(O)=O)CCCC1.